This data is from Forward reaction prediction with 1.9M reactions from USPTO patents (1976-2016). The task is: Predict the product of the given reaction. (1) Given the reactants [CH2:1]([O:8][C:9]([N:11]1[CH2:15][C@H:14]([O:16][C:17]([CH3:20])([CH3:19])[CH3:18])[CH2:13][C@H:12]1[C:21](=O)[NH:22][CH2:23][C:24](=[O:26])[CH3:25])=[O:10])[C:2]1[CH:7]=[CH:6][CH:5]=[CH:4][CH:3]=1.ClC(Cl)(Cl)C(Cl)(Cl)Cl.C1(P(C2C=CC=CC=2)C2C=CC=CC=2)C=CC=CC=1.C(N(CC)CC)C, predict the reaction product. The product is: [CH2:1]([O:8][C:9]([N:11]1[CH2:15][C@H:14]([O:16][C:17]([CH3:20])([CH3:19])[CH3:18])[CH2:13][C@H:12]1[C:21]1[O:26][C:24]([CH3:25])=[CH:23][N:22]=1)=[O:10])[C:2]1[CH:7]=[CH:6][CH:5]=[CH:4][CH:3]=1. (2) Given the reactants [O:1]=[C:2]1[NH:7][CH2:6][CH2:5][N:4](C(OC(C)(C)C)=O)[CH2:3]1.[H-].[Na+].[CH2:17]([N:19]1[C:23]2=[N:24][C:25]([CH2:64][CH3:65])=[C:26]([CH2:35][NH:36][C:37]([C:39]3[CH:44]=[CH:43][CH:42]=[C:41]([C:45]([NH:47][CH2:48][C:49]4[CH:50]=[C:51]([C:56]5[CH:61]=[CH:60][CH:59]=[C:58]([CH2:62]I)[CH:57]=5)[C:52]([F:55])=[CH:53][CH:54]=4)=[O:46])[CH:40]=3)=[O:38])[C:27]([NH:28][CH:29]3[CH2:34][CH2:33][O:32][CH2:31][CH2:30]3)=[C:22]2[CH:21]=[N:20]1)[CH3:18], predict the reaction product. The product is: [CH2:17]([N:19]1[C:23]2=[N:24][C:25]([CH2:64][CH3:65])=[C:26]([CH2:35][NH:36][C:37]([C:39]3[CH:44]=[CH:43][CH:42]=[C:41]([C:45]([NH:47][CH2:48][C:49]4[CH:50]=[C:51]([C:56]5[CH:61]=[CH:60][CH:59]=[C:58]([CH2:62][N:7]6[CH2:6][CH2:5][NH:4][CH2:3][C:2]6=[O:1])[CH:57]=5)[C:52]([F:55])=[CH:53][CH:54]=4)=[O:46])[CH:40]=3)=[O:38])[C:27]([NH:28][CH:29]3[CH2:34][CH2:33][O:32][CH2:31][CH2:30]3)=[C:22]2[CH:21]=[N:20]1)[CH3:18].